This data is from Catalyst prediction with 721,799 reactions and 888 catalyst types from USPTO. The task is: Predict which catalyst facilitates the given reaction. (1) Product: [CH3:26][C:21]1[CH:20]=[C:19]([NH:7][CH2:8][C:9]2[CH:14]=[CH:13][C:12]([C:15]([F:16])([F:17])[F:18])=[CH:11][CH:10]=2)[CH:24]=[CH:23][C:22]=1[NH:25][C:34](=[O:38])[CH2:35][CH2:36][CH3:37]. The catalyst class is: 54. Reactant: C(OC(=O)[N:7]([C:19]1[CH:24]=[CH:23][C:22]([NH2:25])=[C:21]([CH3:26])[CH:20]=1)[CH2:8][C:9]1[CH:14]=[CH:13][C:12]([C:15]([F:18])([F:17])[F:16])=[CH:11][CH:10]=1)(C)(C)C.N1C=CC=CC=1.[C:34](Cl)(=[O:38])[CH2:35][CH2:36][CH3:37]. (2) Reactant: [C:1]([C:5]1[CH:6]=[C:7]([N:15]2[C:19]([C:20]([CH:22]3[CH2:27][CH2:26][CH2:25][CH2:24][CH2:23]3)=[O:21])=[C:18]([CH3:28])[C:17]([C:29]([O:31]CC)=[O:30])=[CH:16]2)[CH:8]=[C:9]([C:11]2([CH3:14])[CH2:13][CH2:12]2)[CH:10]=1)([CH3:4])([CH3:3])[CH3:2].CC([O-])(C)C.[K+].Cl. Product: [C:1]([C:5]1[CH:6]=[C:7]([N:15]2[C:19]([C:20]([CH:22]3[CH2:27][CH2:26][CH2:25][CH2:24][CH2:23]3)=[O:21])=[C:18]([CH3:28])[C:17]([C:29]([OH:31])=[O:30])=[CH:16]2)[CH:8]=[C:9]([C:11]2([CH3:14])[CH2:13][CH2:12]2)[CH:10]=1)([CH3:2])([CH3:3])[CH3:4]. The catalyst class is: 58.